Dataset: NCI-60 drug combinations with 297,098 pairs across 59 cell lines. Task: Regression. Given two drug SMILES strings and cell line genomic features, predict the synergy score measuring deviation from expected non-interaction effect. Drug 1: C1=CC(=CC=C1CCC2=CNC3=C2C(=O)NC(=N3)N)C(=O)NC(CCC(=O)O)C(=O)O. Cell line: PC-3. Drug 2: CS(=O)(=O)CCNCC1=CC=C(O1)C2=CC3=C(C=C2)N=CN=C3NC4=CC(=C(C=C4)OCC5=CC(=CC=C5)F)Cl. Synergy scores: CSS=31.1, Synergy_ZIP=3.79, Synergy_Bliss=-2.07, Synergy_Loewe=-17.0, Synergy_HSA=0.142.